From a dataset of Full USPTO retrosynthesis dataset with 1.9M reactions from patents (1976-2016). Predict the reactants needed to synthesize the given product. (1) Given the product [CH2:1]([N:8]1[C:13]([C:14]2[CH:15]=[CH:16][CH:17]=[CH:18][CH:19]=2)=[CH:12][CH:11]=[C:10]([C:20]([OH:22])=[O:21])[C:9]1=[O:24])[C:2]1[CH:3]=[CH:4][CH:5]=[CH:6][CH:7]=1, predict the reactants needed to synthesize it. The reactants are: [CH2:1]([N:8]1[C:13]([C:14]2[CH:19]=[CH:18][CH:17]=[CH:16][CH:15]=2)=[CH:12][CH:11]=[C:10]([C:20]([O:22]C)=[O:21])[C:9]1=[O:24])[C:2]1[CH:7]=[CH:6][CH:5]=[CH:4][CH:3]=1.C1COCC1.CO.[OH-].[Na+]. (2) Given the product [C:3]([C:5]1[CH:6]=[C:7]([C:15]2[O:19][N:18]=[C:17]([C:20]3[C:30]4[O:29][CH2:28][CH2:27][N:26]([CH2:31][CH2:32][CH2:33][CH2:34][C:35]([OH:37])=[O:36])[CH2:25][C:24]=4[CH:23]=[CH:22][CH:21]=3)[N:16]=2)[CH:8]=[CH:9][C:10]=1[O:11][CH:12]([CH3:14])[CH3:13])#[N:4], predict the reactants needed to synthesize it. The reactants are: [OH-].[Na+].[C:3]([C:5]1[CH:6]=[C:7]([C:15]2[O:19][N:18]=[C:17]([C:20]3[C:30]4[O:29][CH2:28][CH2:27][N:26]([CH2:31][CH2:32][CH2:33][CH2:34][C:35]([O:37]CC)=[O:36])[CH2:25][C:24]=4[CH:23]=[CH:22][CH:21]=3)[N:16]=2)[CH:8]=[CH:9][C:10]=1[O:11][CH:12]([CH3:14])[CH3:13])#[N:4]. (3) Given the product [N:10]1([CH2:8][C:5]2[CH:6]=[CH:7][C:2]([Br:1])=[N:3][CH:4]=2)[CH:14]=[CH:13][N:12]=[CH:11]1, predict the reactants needed to synthesize it. The reactants are: [Br:1][C:2]1[CH:7]=[CH:6][C:5]([CH2:8]Br)=[CH:4][N:3]=1.[NH:10]1[CH:14]=[CH:13][N:12]=[CH:11]1.C([O-])([O-])=O.[K+].[K+].C1OCCOCCOCCOCCOCCOC1. (4) The reactants are: [NH2:1][C@@H:2]([CH3:5])[CH2:3][OH:4].[C:6]1(=O)[O:11][C:9](=[O:10])[C:8]2=[CH:12][CH:13]=[CH:14][CH:15]=[C:7]12. Given the product [OH:4][CH2:3][C@@H:2]([N:1]1[C:9](=[O:10])[C:8]2[C:7](=[CH:15][CH:14]=[CH:13][CH:12]=2)[C:6]1=[O:11])[CH3:5], predict the reactants needed to synthesize it.